This data is from Full USPTO retrosynthesis dataset with 1.9M reactions from patents (1976-2016). The task is: Predict the reactants needed to synthesize the given product. (1) Given the product [CH3:16][O:15][C:13](=[O:14])[C:17]1[CH:26]=[CH:25][C:20]([CH2:21][N:22]([C:8](=[O:9])[CH:7]=[C:5]2[C:4](=[O:11])[O:3][C:2]([CH3:12])([CH3:1])[O:6]2)[O:23][CH3:24])=[CH:19][CH:18]=1, predict the reactants needed to synthesize it. The reactants are: [CH3:1][C:2]1([CH3:12])[O:6][C:5](=[CH:7][C:8](Cl)=[O:9])[C:4](=[O:11])[O:3]1.[C:13]([C:17]1[CH:26]=[CH:25][C:20]([CH2:21][NH:22][O:23][CH3:24])=[CH:19][CH:18]=1)([O:15][CH3:16])=[O:14]. (2) Given the product [CH3:1][O:2][P:3]([CH2:7][CH2:8][C@@H:9]([O:40][CH2:41][C:42]1[CH:47]=[CH:46][CH:45]=[CH:44][CH:43]=1)[C@H:10]([O:32][CH2:33][C:34]1[CH:39]=[CH:38][CH:37]=[CH:36][CH:35]=1)[C@H:11]([O:24][CH2:25][C:26]1[CH:27]=[CH:28][CH:29]=[CH:30][CH:31]=1)[CH2:12][N:13]([O:16][CH2:17][C:18]1[CH:23]=[CH:22][CH:21]=[CH:20][CH:19]=1)[CH:14]=[O:15])(=[O:6])[O:4][CH3:5], predict the reactants needed to synthesize it. The reactants are: [CH3:1][O:2][P:3](/[CH:7]=[CH:8]/[C@@H:9]([O:40][CH2:41][C:42]1[CH:47]=[CH:46][CH:45]=[CH:44][CH:43]=1)[C@H:10]([O:32][CH2:33][C:34]1[CH:39]=[CH:38][CH:37]=[CH:36][CH:35]=1)[C@H:11]([O:24][CH2:25][C:26]1[CH:31]=[CH:30][CH:29]=[CH:28][CH:27]=1)[CH2:12][N:13]([O:16][CH2:17][C:18]1[CH:23]=[CH:22][CH:21]=[CH:20][CH:19]=1)[CH:14]=[O:15])(=[O:6])[O:4][CH3:5]. (3) Given the product [CH3:26][CH:25]1[C:24]2[C:19](=[CH:20][CH:21]=[C:22]([CH3:27])[CH:23]=2)[C:18]2[CH:17]=[CH:16][CH:15]=[CH:14][C:13]=2[N:12]1[S:9]([C:6]1[CH:5]=[CH:4][C:3]([OH:2])=[CH:8][CH:7]=1)(=[O:11])=[O:10], predict the reactants needed to synthesize it. The reactants are: C[O:2][C:3]1[CH:8]=[CH:7][C:6]([S:9]([N:12]2[CH:25]([CH3:26])[C:24]3[C:19](=[CH:20][CH:21]=[C:22]([CH3:27])[CH:23]=3)[C:18]3[CH:17]=[CH:16][CH:15]=[CH:14][C:13]2=3)(=[O:11])=[O:10])=[CH:5][CH:4]=1.C1CCCCC=1.B(Br)(Br)Br.ClCCl. (4) Given the product [F:27][C:26]1[C:21]([CH2:20][O:1][C:2]2[C:3]3[N:4]([C:9]([C:13]([O:15][CH2:16][CH3:17])=[O:14])=[C:10]([CH3:12])[N:11]=3)[CH:5]=[C:6]([CH3:8])[CH:7]=2)=[N:22][CH:23]=[CH:24][CH:25]=1, predict the reactants needed to synthesize it. The reactants are: [OH:1][C:2]1[C:3]2[N:4]([C:9]([C:13]([O:15][CH2:16][CH3:17])=[O:14])=[C:10]([CH3:12])[N:11]=2)[CH:5]=[C:6]([CH3:8])[CH:7]=1.Cl.Cl[CH2:20][C:21]1[C:26]([F:27])=[CH:25][CH:24]=[CH:23][N:22]=1.C(=O)([O-])[O-].[Cs+].[Cs+]. (5) Given the product [ClH:1].[NH2:11][CH2:10][CH:9]([NH:8][C:6]([C:5]1[CH:25]=[CH:26][C:2]([Cl:1])=[C:3]([NH:27][C:28]([C:30]2[C:39](=[O:40])[NH:38][C:33]3[N:34]=[CH:35][N:36]=[CH:37][C:32]=3[CH:31]=2)=[O:29])[CH:4]=1)=[O:7])[C:19]1[CH:20]=[CH:21][CH:22]=[CH:23][CH:24]=1, predict the reactants needed to synthesize it. The reactants are: [Cl:1][C:2]1[CH:26]=[CH:25][C:5]([C:6]([NH:8][CH:9]([C:19]2[CH:24]=[CH:23][CH:22]=[CH:21][CH:20]=2)[CH2:10][NH:11]C(=O)OC(C)(C)C)=[O:7])=[CH:4][C:3]=1[NH:27][C:28]([C:30]1[C:39](=[O:40])[NH:38][C:33]2[N:34]=[CH:35][N:36]=[CH:37][C:32]=2[CH:31]=1)=[O:29].Cl.N1C2C=CC=NC=2C=NC=1.